Dataset: Experimentally validated miRNA-target interactions with 360,000+ pairs, plus equal number of negative samples. Task: Binary Classification. Given a miRNA mature sequence and a target amino acid sequence, predict their likelihood of interaction. (1) The miRNA is hsa-miR-615-3p with sequence UCCGAGCCUGGGUCUCCCUCUU. The protein sequence of the target gene is MTVVGNPRSWSCQWLPILILLLGTGHGPGVEGVTHYKAGDPVILYVNKVGPYHNPQETYHYYQLPVCCPEKIRHKSLSLGEVLDGDRMAESLYEIRFRENVEKRILCHMQLSSAQVEQLRQAIEELYYFEFVVDDLPIRGFVGYMEESGFLPHSHKIGLWTHLDFHLEFHGDRIIFANVSVRDVKPHSLDGLRPDEFLGLTHTYSVRWSETSVERRSDRRRGDDGGFFPRTLEIHWLSIINSMVLVFLLVGFVAVILMRVLRNDLARYNLDEETTSAGSGDDFDQGDNGWKIIHTDVFRF.... Result: 1 (interaction). (2) The miRNA is hsa-miR-6825-5p with sequence UGGGGAGGUGUGGAGUCAGCAU. The protein sequence of the target gene is MAAENEASQESALGAYSPVDYMSITSFPRLPEDEPAPAAPLRGRKDEDAFLGDPDTDPDSFLKSARLQRLPSSSSEMGSQDGSPLRETRKDPFSAAAAECSCRQDGLTVIVTACLTFATGVTVALVMQIYFGDPQIFQQGAVVTDAARCTSLGIEVLSKQGSSVDAAVAAALCLGIVAPHSSGLGGGGVMLVHDIRRNESHLIDFRESAPGALREETLQRSWETKPGLLVGVPGMVKGLHEAHQLYGRLPWSQVLAFAAAVAQDGFNVTHDLARALAEQLPPNMSERFRETFLPSGRPPL.... Result: 0 (no interaction). (3) The miRNA is hsa-miR-6125 with sequence GCGGAAGGCGGAGCGGCGGA. The protein sequence of the target gene is MSCQQNQQQCQPPPKCIPKCPPKCLTPRCPPKCPPKCPPVSSCCSVSSGGCCGSSSGGSCGSSSGGCCSSGGGGCCLSHHRRRRSHCHRPQSSGCCSQPSGGSSCCGGGSGQHSGGCC. Result: 1 (interaction). (4) The miRNA is hsa-miR-4456 with sequence CCUGGUGGCUUCCUUUU. The protein sequence of the target gene is MEDGFSSYSSLYDTSSLLQFCNDDSASAASSMEVTDRIASLEQRVQMQEDDIQLLKSALADVVRRLNITEEQQAVLNRKGPTKARPLMQTLPLRTTVNNGTVLPKKPTGSLPSPSGVRKETAVPATKSNIKRTSSSERVSPGGRRESNGDSRGNRNRTGSTSSSSSGKKNSESKPKEPVFSAEEGYVKMFLRGRPVTMYMPKDQVDSYSLEAKVELPTKRLKLEWVYGYRGRDCRNNLYLLPTGETVYFIASVVVLYNVEEQLQRHYAGHNDDVKCLAVHPDRITIATGQVAGTSKDGKQ.... Result: 0 (no interaction).